Dataset: HIV replication inhibition screening data with 41,000+ compounds from the AIDS Antiviral Screen. Task: Binary Classification. Given a drug SMILES string, predict its activity (active/inactive) in a high-throughput screening assay against a specified biological target. (1) The molecule is S=C(SSC(=S)N1CCOCC1)N1CCOCC1. The result is 0 (inactive). (2) The drug is COC(=O)C1CCCN1CCN1CCCC1C(=O)OC.Cl. The result is 0 (inactive). (3) The molecule is CN(C)N=C1CCC(C(F)(F)F)(C(F)(F)F)O1. The result is 0 (inactive). (4) The drug is c1ccc2c(c1)Sc1nccc3ccnc-2c13. The result is 0 (inactive). (5) The molecule is CC1=NNC(=O)C1N=Nc1c(C)n(C)n(-c2ccccc2)c1=O. The result is 0 (inactive).